This data is from Forward reaction prediction with 1.9M reactions from USPTO patents (1976-2016). The task is: Predict the product of the given reaction. (1) Given the reactants [CH3:1][N:2]([CH3:28])[C:3]1([C:22]2[CH:27]=[CH:26][CH:25]=[CH:24][CH:23]=2)[CH2:8][CH2:7][C:6]([C:9]2[NH:10][C:11]3[C:16]([C:17]=2[CH2:18][CH2:19][CH2:20][OH:21])=[CH:15][CH:14]=[CH:13][CH:12]=3)=[CH:5][CH2:4]1, predict the reaction product. The product is: [CH3:28][N:2]([CH3:1])[C:3]1([C:22]2[CH:23]=[CH:24][CH:25]=[CH:26][CH:27]=2)[CH2:8][CH2:7][CH:6]([C:9]2[NH:10][C:11]3[C:16]([C:17]=2[CH2:18][CH2:19][CH2:20][OH:21])=[CH:15][CH:14]=[CH:13][CH:12]=3)[CH2:5][CH2:4]1. (2) The product is: [Br:1][C:2]1[CH:19]=[C:6]2[C:5](=[N:4][CH:3]=1)[N:16]([C@@H:18]1[CH2:27][CH2:22][CH2:23][N:24]([C:28]([O:30][C:31]([CH3:32])([CH3:34])[CH3:33])=[O:29])[CH2:25]1)[CH:15]=[C:9]([C:10]([O:12][CH2:13][CH3:14])=[O:11])[C:7]2=[O:8]. Given the reactants [Br:1][C:2]1[CH:3]=[N:4][C:5](F)=[C:6]([CH:19]=1)[C:7]([C:9](=[CH:15][N:16]([CH3:18])C)[C:10]([O:12][CH2:13][CH3:14])=[O:11])=[O:8].N[C@@H:22]1[CH2:27]C[CH2:25][N:24]([C:28]([O:30][C:31]([CH3:34])([CH3:33])[CH3:32])=[O:29])[CH2:23]1.C(=O)([O-])[O-].[K+].[K+].Cl, predict the reaction product. (3) Given the reactants [F:1][C:2]1[CH:10]=[CH:9][C:8]([Cl:11])=[CH:7][C:3]=1[C:4]([NH2:6])=[NH:5].C([O:14][C:15]([CH:17]1[C:21](=O)[CH2:20][CH2:19][O:18]1)=O)C, predict the reaction product. The product is: [Cl:11][C:8]1[CH:9]=[CH:10][C:2]([F:1])=[C:3]([C:4]2[N:6]=[C:15]([OH:14])[C:17]3[O:18][CH2:19][CH2:20][C:21]=3[N:5]=2)[CH:7]=1. (4) Given the reactants [CH3:1][C:2]([CH3:12])([CH2:4][C:5](=O)[CH2:6][C:7]([CH3:10])([CH3:9])[CH3:8])[CH3:3].[C:13](O)(=O)C.[CH:17]([NH2:19])=[NH:18], predict the reaction product. The product is: [C:2]([C:4]1[C:5]([CH2:6][C:7]([CH3:10])([CH3:9])[CH3:8])=[N:18][CH:17]=[N:19][CH:13]=1)([CH3:12])([CH3:3])[CH3:1]. (5) The product is: [C:1]1([CH:7]([NH:12][S:13]([C:16]2[CH:21]=[CH:20][CH:19]=[C:18]([C:22]([F:24])([F:23])[F:25])[CH:17]=2)(=[O:15])=[O:14])[CH2:8][C:9]([NH:26][CH:27]2[CH2:36][CH2:35][CH2:34][C:33]3[CH:32]=[C:31]([O:37][S:38]([C:41]([F:44])([F:42])[F:43])(=[O:40])=[O:39])[CH:30]=[CH:29][C:28]2=3)=[O:10])[CH:6]=[CH:5][CH:4]=[CH:3][CH:2]=1. Given the reactants [C:1]1([CH:7]([NH:12][S:13]([C:16]2[CH:21]=[CH:20][CH:19]=[C:18]([C:22]([F:25])([F:24])[F:23])[CH:17]=2)(=[O:15])=[O:14])[CH2:8][C:9](O)=[O:10])[CH:6]=[CH:5][CH:4]=[CH:3][CH:2]=1.[NH2:26][CH:27]1[CH2:36][CH2:35][CH2:34][C:33]2[CH:32]=[C:31]([O:37][S:38]([C:41]([F:44])([F:43])[F:42])(=[O:40])=[O:39])[CH:30]=[CH:29][C:28]1=2.C1C=CC2N(O)N=NC=2C=1.C(Cl)CCl, predict the reaction product.